From a dataset of Catalyst prediction with 721,799 reactions and 888 catalyst types from USPTO. Predict which catalyst facilitates the given reaction. (1) Reactant: [Cl:1][C:2]1[CH:7]=[C:6]([C:8]2[CH:13]=CC(F)=CC=2)N=C(N2CCCC2C)[N:3]=1.ClC1C(N2CCN[C@H](C)C2)=[N:24]C(OC)=CC=1.[C:37]([O-:40])([O-])=O.[K+].[K+]. Product: [Cl:1][C:2]1[C:7]([NH2:24])=[CH:6][CH:8]=[C:13]([O:40][CH3:37])[N:3]=1. The catalyst class is: 44. (2) Reactant: Cl[C:2]1[C:3]([CH:8]2[CH2:11][N:10]([C:12]3[CH:21]=[CH:20][C:19]4[C:14](=[CH:15][CH:16]=[CH:17][CH:18]=4)[N:13]=3)[CH2:9]2)=[N:4][CH:5]=[CH:6][N:7]=1.[NH:22]1[CH2:27][CH2:26][CH:25]([C:28](=[O:30])[CH3:29])[CH2:24][CH2:23]1.CCN(CC)CC. Product: [N:13]1[C:14]2[C:19](=[CH:18][CH:17]=[CH:16][CH:15]=2)[CH:20]=[CH:21][C:12]=1[N:10]1[CH2:11][CH:8]([C:3]2[C:2]([N:22]3[CH2:27][CH2:26][CH:25]([C:28](=[O:30])[CH3:29])[CH2:24][CH2:23]3)=[N:7][CH:6]=[CH:5][N:4]=2)[CH2:9]1. The catalyst class is: 58. (3) The catalyst class is: 362. Product: [C:10]([CH2:12][C:13]([NH:5][C:4]1[CH:6]=[CH:7][C:8]([F:9])=[C:2]([F:1])[CH:3]=1)=[O:14])#[N:11]. Reactant: [F:1][C:2]1[CH:3]=[C:4]([CH:6]=[CH:7][C:8]=1[F:9])[NH2:5].[C:10]([CH2:12][C:13](OCC)=[O:14])#[N:11].